Predict the reactants needed to synthesize the given product. From a dataset of Full USPTO retrosynthesis dataset with 1.9M reactions from patents (1976-2016). (1) Given the product [CH3:52][CH:51]1[CH:43]([CH3:44])[O:49][C:47]2([CH2:6][CH2:7][CH:8]([N:11]3[C:16](=[O:17])[C:15]([CH2:18][C:19]4[CH:20]=[CH:21][C:22]([C:25]5[C:26]([C:32]#[N:33])=[CH:27][C:28]([F:31])=[CH:29][CH:30]=5)=[CH:23][CH:24]=4)=[C:14]([CH2:34][CH2:35][CH3:36])[N:13]4[N:37]=[C:38]([CH3:40])[N:39]=[C:12]34)[CH2:9][CH2:48]2)[O:50]1, predict the reactants needed to synthesize it. The reactants are: O1C2(C[CH2:9][CH:8]([N:11]3[C:16](=[O:17])[C:15]([CH2:18][C:19]4[CH:24]=[CH:23][C:22]([C:25]5[C:26]([C:32]#[N:33])=[CH:27][C:28]([F:31])=[CH:29][CH:30]=5)=[CH:21][CH:20]=4)=[C:14]([CH2:34][CH2:35][CH3:36])[N:13]4[N:37]=[C:38]([CH3:40])[N:39]=[C:12]34)[CH2:7][CH2:6]2)OCC1.Cl.O1CC[CH2:44][CH2:43]1.[C:47]([O:50][CH2:51][CH3:52])(=[O:49])[CH3:48]. (2) Given the product [O:24]=[S:16]1(=[O:25])[C:17]2[CH:23]=[CH:22][CH:21]=[CH:20][C:18]=2[CH2:19][N:13]([C:4]2[CH:3]=[C:2]([NH:30][CH2:29][CH2:28][CH2:27][CH2:26][NH2:31])[C:11]3[C:6](=[CH:7][CH:8]=[C:9]([CH3:12])[CH:10]=3)[N:5]=2)[CH2:14][CH2:15]1, predict the reactants needed to synthesize it. The reactants are: Cl[C:2]1[C:11]2[C:6](=[CH:7][CH:8]=[C:9]([CH3:12])[CH:10]=2)[N:5]=[C:4]([N:13]2[CH2:19][C:18]3[CH:20]=[CH:21][CH:22]=[CH:23][C:17]=3[S:16](=[O:25])(=[O:24])[CH2:15][CH2:14]2)[CH:3]=1.[CH2:26]([NH2:31])[CH2:27][CH2:28][CH2:29][NH2:30]. (3) Given the product [C:26]([O:25][C:23]([NH:4][C:5]1[CH:6]=[C:7]([C:10]([O:12][CH2:13][CH3:14])=[O:11])[S:8][CH:9]=1)=[O:24])([CH3:27])([CH3:28])[CH3:29], predict the reactants needed to synthesize it. The reactants are: C([NH:4][C:5]1[CH:6]=[C:7]([C:10]([O:12][CH2:13][CH3:14])=[O:11])[S:8][CH:9]=1)(=O)C.[CH3:27][C:26]([O:25][C:23](O[C:23]([O:25][C:26]([CH3:29])([CH3:28])[CH3:27])=[O:24])=[O:24])([CH3:29])[CH3:28].CCN(CC)CC.NN. (4) The reactants are: OC(C(F)(F)F)=O.[CH2:8]1[C:17]2[C:12](=[CH:13][C:14]([CH:18]([NH:20][C:21](=[O:23])[CH3:22])[CH3:19])=[CH:15][CH:16]=2)[CH2:11][CH2:10][NH:9]1.Br[CH2:25][C:26]1[CH:31]=[CH:30][C:29]([O:32][CH2:33][CH3:34])=[C:28]([Cl:35])[CH:27]=1. Given the product [Cl:35][C:28]1[CH:27]=[C:26]([CH:31]=[CH:30][C:29]=1[O:32][CH2:33][CH3:34])[CH2:25][N:9]1[CH2:10][CH2:11][C:12]2[C:17](=[CH:16][CH:15]=[C:14]([CH:18]([NH:20][C:21](=[O:23])[CH3:22])[CH3:19])[CH:13]=2)[CH2:8]1, predict the reactants needed to synthesize it. (5) Given the product [CH3:23][C:17]1[CH:18]=[CH:19][C:20]([CH3:22])=[CH:21][C:16]=1[CH2:15][C:14]([N:11]1[CH2:10][CH2:9][CH:8]([C:6]2[O:7][CH2:25][CH:4]([C:3]([O:2][CH3:1])=[O:27])[N:5]=2)[CH2:13][CH2:12]1)=[O:24], predict the reactants needed to synthesize it. The reactants are: [CH3:1][O:2][C:3](=[O:27])[CH:4]([CH2:25]O)[NH:5][C:6]([CH:8]1[CH2:13][CH2:12][N:11]([C:14](=[O:24])[CH2:15][C:16]2[CH:21]=[C:20]([CH3:22])[CH:19]=[CH:18][C:17]=2[CH3:23])[CH2:10][CH2:9]1)=[O:7].C1(P(C2C=CC=CC=2)C2C=CC=CC=2)C=CC=CC=1.C(N(CC)C(C)C)(C)C.C(Cl)(Cl)(Cl)Cl.C(=O)(O)[O-].[Na+]. (6) Given the product [Br:1][C:2]1[S:6][C:5]([C:7]([NH:15][C:16]([CH3:25])([CH3:24])[C:17]([O:19][C:20]([CH3:23])([CH3:22])[CH3:21])=[O:18])=[O:9])=[CH:4][CH:3]=1, predict the reactants needed to synthesize it. The reactants are: [Br:1][C:2]1[S:6][C:5]([C:7]([OH:9])=O)=[CH:4][CH:3]=1.S(Cl)(Cl)=O.Cl.[NH2:15][C:16]([CH3:25])([CH3:24])[C:17]([O:19][C:20]([CH3:23])([CH3:22])[CH3:21])=[O:18].O.